Dataset: NCI-60 drug combinations with 297,098 pairs across 59 cell lines. Task: Regression. Given two drug SMILES strings and cell line genomic features, predict the synergy score measuring deviation from expected non-interaction effect. (1) Drug 1: CC1=C(C=C(C=C1)NC2=NC=CC(=N2)N(C)C3=CC4=NN(C(=C4C=C3)C)C)S(=O)(=O)N.Cl. Drug 2: CC1=CC2C(CCC3(C2CCC3(C(=O)C)OC(=O)C)C)C4(C1=CC(=O)CC4)C. Cell line: NCI/ADR-RES. Synergy scores: CSS=0.969, Synergy_ZIP=0.570, Synergy_Bliss=1.93, Synergy_Loewe=0.276, Synergy_HSA=0.504. (2) Drug 2: C1C(C(OC1N2C=NC3=C2NC=NCC3O)CO)O. Cell line: NCI-H322M. Synergy scores: CSS=0.342, Synergy_ZIP=-0.389, Synergy_Bliss=-3.12, Synergy_Loewe=0.246, Synergy_HSA=-3.82. Drug 1: C1=NC2=C(N=C(N=C2N1C3C(C(C(O3)CO)O)F)Cl)N. (3) Drug 1: CC1=C(C=C(C=C1)NC2=NC=CC(=N2)N(C)C3=CC4=NN(C(=C4C=C3)C)C)S(=O)(=O)N.Cl. Drug 2: CC1=C2C(C(=O)C3(C(CC4C(C3C(C(C2(C)C)(CC1OC(=O)C(C(C5=CC=CC=C5)NC(=O)OC(C)(C)C)O)O)OC(=O)C6=CC=CC=C6)(CO4)OC(=O)C)O)C)O. Cell line: SR. Synergy scores: CSS=72.2, Synergy_ZIP=7.09, Synergy_Bliss=8.32, Synergy_Loewe=8.56, Synergy_HSA=10.5. (4) Drug 1: C1CCC(C(C1)N)N.C(=O)(C(=O)[O-])[O-].[Pt+4]. Drug 2: C1C(C(OC1N2C=NC3=C2NC=NCC3O)CO)O. Cell line: SN12C. Synergy scores: CSS=18.5, Synergy_ZIP=-9.12, Synergy_Bliss=-2.34, Synergy_Loewe=-10.4, Synergy_HSA=-1.93.